This data is from Forward reaction prediction with 1.9M reactions from USPTO patents (1976-2016). The task is: Predict the product of the given reaction. Given the reactants [OH-].[Na+].[SH:3][CH2:4][C:5]([OH:7])=[O:6].Cl[CH2:9][CH2:10][C:11]1[CH:16]=[CH:15][CH:14]=[CH:13][CH:12]=1, predict the reaction product. The product is: [CH2:9]([S:3][CH2:4][C:5]([OH:7])=[O:6])[CH2:10][C:11]1[CH:16]=[CH:15][CH:14]=[CH:13][CH:12]=1.